Task: Predict the reaction yield, written as a fraction of the theoretical maximum amount of product (1.0 means a 100% yield; for example, 0.34 means a 34% yield).. Dataset: Reaction yield outcomes from USPTO patents with 853,638 reactions The reactants are C[O:2][C:3]1[CH:11]=[C:10]([O:12][CH3:13])[C:9]([O:14][CH3:15])=[CH:8][C:4]=1[C:5]([OH:7])=[O:6].[Na+].[Br-].B(F)(F)F.CCOCC.[OH-].[Na+]. The catalyst is C(OCC)(=O)C.O. The product is [OH:2][C:3]1[CH:11]=[C:10]([O:12][CH3:13])[C:9]([O:14][CH3:15])=[CH:8][C:4]=1[C:5]([OH:7])=[O:6]. The yield is 0.910.